Task: Predict which catalyst facilitates the given reaction.. Dataset: Catalyst prediction with 721,799 reactions and 888 catalyst types from USPTO (1) Reactant: [F:1][C:2]1[CH:7]=[C:6]([F:8])[CH:5]=[CH:4][C:3]=1[NH:9][C:10]1[C:19]2[C:14](=[CH:15][C:16]([O:28][CH2:29][CH3:30])=[C:17]([C:20]3[CH:21]=[N:22][C:23]([O:26]C)=[CH:24][CH:25]=3)[CH:18]=2)[N:13]=[CH:12][C:11]=1[C:31]([NH2:33])=[O:32].[I-].[Na+].[Si](Cl)(C(C)(C)C)(C)C.O. Product: [F:1][C:2]1[CH:7]=[C:6]([F:8])[CH:5]=[CH:4][C:3]=1[NH:9][C:10]1[C:19]2[C:14](=[CH:15][C:16]([O:28][CH2:29][CH3:30])=[C:17]([C:20]3[CH:25]=[CH:24][C:23](=[O:26])[NH:22][CH:21]=3)[CH:18]=2)[N:13]=[CH:12][C:11]=1[C:31]([NH2:33])=[O:32]. The catalyst class is: 10. (2) Reactant: [CH2:1]([O:4][C:5]1([CH3:45])[CH2:10][CH2:9][N:8]([C:11]2[N:16]3[N:17]=[C:18]([C:20]4[S:21][C:22]([CH2:25][C:26]5[CH:31]=[CH:30][CH:29]=[CH:28][C:27]=5[OH:32])=[CH:23][N:24]=4)[CH:19]=[C:15]3[N:14]=[C:13]([CH3:33])[C:12]=2[C@H:34]([O:40][C:41]([CH3:44])([CH3:43])[CH3:42])[C:35]([O:37][CH2:38][CH3:39])=[O:36])[CH2:7][CH2:6]1)[CH:2]=[CH2:3].[CH2:46](O)[CH2:47][CH:48]=[CH2:49].C1C=CC(P(C2C=CC=CC=2)C2C=CC=CC=2)=CC=1.CC(OC(/N=N/C(OC(C)C)=O)=O)C. Product: [CH2:1]([O:4][C:5]1([CH3:45])[CH2:10][CH2:9][N:8]([C:11]2[N:16]3[N:17]=[C:18]([C:20]4[S:21][C:22]([CH2:25][C:26]5[CH:31]=[CH:30][CH:29]=[CH:28][C:27]=5[O:32][CH2:49][CH2:48][CH:47]=[CH2:46])=[CH:23][N:24]=4)[CH:19]=[C:15]3[N:14]=[C:13]([CH3:33])[C:12]=2[C@H:34]([O:40][C:41]([CH3:44])([CH3:43])[CH3:42])[C:35]([O:37][CH2:38][CH3:39])=[O:36])[CH2:7][CH2:6]1)[CH:2]=[CH2:3]. The catalyst class is: 20. (3) Reactant: [Cl:1][C:2]1[CH:14]=[C:13]([Cl:15])[C:12]([O:16][C:17]2[N:21]([CH3:22])[N:20]=[C:19]([CH3:23])[C:18]=2[CH2:24][CH2:25][CH2:26][OH:27])=[CH:11][C:3]=1[O:4][C@@H:5]([CH3:10])[C:6](OC)=[O:7].[CH2:28]([N:30]=[C:31]=[O:32])[CH3:29].[OH2:33]. Product: [Cl:1][C:2]1[CH:14]=[C:13]([Cl:15])[C:12]([O:16][C:17]2[N:21]([CH3:22])[N:20]=[C:19]([CH3:23])[C:18]=2[CH2:24][CH2:25][CH2:26][O:27][C:31]([NH:30][CH2:28][CH3:29])=[O:32])=[CH:11][C:3]=1[O:4][C@@H:5]([CH3:10])[C:6]([OH:7])=[O:33]. The catalyst class is: 17. (4) Reactant: [F:1][C:2]1[CH:32]=[CH:31][C:5]([C:6]([CH:8]2[CH2:14][CH2:13][CH2:12][C:11]3[CH:15]=[C:16]([N:19]4[CH2:23][C@H:22]([CH2:24][NH:25][C:26](=[O:28])[CH3:27])[O:21][C:20]4=[O:29])[CH:17]=[CH:18][C:10]=3[C:9]2=O)=O)=[CH:4][CH:3]=1.O.[NH2:34][NH2:35]. Product: [F:1][C:2]1[CH:3]=[CH:4][C:5]([C:6]2[C:8]3[CH2:14][CH2:13][CH2:12][C:11]4[CH:15]=[C:16]([N:19]5[CH2:23][C@H:22]([CH2:24][NH:25][C:26](=[O:28])[CH3:27])[O:21][C:20]5=[O:29])[CH:17]=[CH:18][C:10]=4[C:9]=3[NH:35][N:34]=2)=[CH:31][CH:32]=1. The catalyst class is: 8. (5) Reactant: [C:1]([O:5][C:6](=[O:9])[CH2:7][NH2:8])([CH3:4])([CH3:3])[CH3:2].[CH3:10][C:11]1([CH2:17][CH:18]=O)[CH2:16][CH2:15][CH2:14][CH2:13][CH2:12]1. Product: [C:1]([O:5][C:6](=[O:9])[CH2:7]/[N:8]=[CH:18]/[CH2:17][C:11]1([CH3:10])[CH2:16][CH2:15][CH2:14][CH2:13][CH2:12]1)([CH3:4])([CH3:3])[CH3:2]. The catalyst class is: 2. (6) Reactant: C1(S([N:10]2[C:14]3=[N:15][CH:16]=[CH:17][C:18]([C:19]4[CH:20]=[CH:21][C:22]([O:27][CH:28]5[CH2:33][CH2:32][O:31][CH2:30][CH2:29]5)=[C:23]([CH:26]=4)[C:24]#[N:25])=[C:13]3[CH:12]=[C:11]2[C:34]2[CH:35]=[N:36][CH:37]=[CH:38][CH:39]=2)(=O)=O)C=CC=CC=1.C(=O)([O-])[O-].[Cs+].[Cs+].FC(F)(F)CO. Product: [N:36]1[CH:37]=[CH:38][CH:39]=[C:34]([C:11]2[NH:10][C:14]3=[N:15][CH:16]=[CH:17][C:18]([C:19]4[CH:20]=[CH:21][C:22]([O:27][CH:28]5[CH2:33][CH2:32][O:31][CH2:30][CH2:29]5)=[C:23]([CH:26]=4)[C:24]#[N:25])=[C:13]3[CH:12]=2)[CH:35]=1. The catalyst class is: 138. (7) Reactant: [N:1]1[CH:6]=[CH:5][C:4]([C:7]2[CH:8]=[C:9]3[C:14](=[CH:15][CH:16]=2)[N:13]=[C:12]([NH:17][C:18]2[CH:27]=[CH:26][C:21]([C:22]([O:24]C)=[O:23])=[CH:20][CH:19]=2)[N:11]=[CH:10]3)=[CH:3][CH:2]=1.[OH-].[K+].Cl. Product: [N:1]1[CH:2]=[CH:3][C:4]([C:7]2[CH:8]=[C:9]3[C:14](=[CH:15][CH:16]=2)[N:13]=[C:12]([NH:17][C:18]2[CH:27]=[CH:26][C:21]([C:22]([OH:24])=[O:23])=[CH:20][CH:19]=2)[N:11]=[CH:10]3)=[CH:5][CH:6]=1. The catalyst class is: 200. (8) The catalyst class is: 1. Product: [F:6][C:7]1[C:12]([O:13][CH2:14][O:15][CH3:16])=[C:11]([CH:20]([C:19]2[CH:22]=[C:23]([C:26]3[C:27]([F:32])=[N:28][CH:29]=[CH:30][CH:31]=3)[CH:24]=[CH:25][C:18]=2[F:17])[OH:21])[CH:10]=[CH:9][N:8]=1. Reactant: C([Li])CCC.[F:6][C:7]1[C:12]([O:13][CH2:14][O:15][CH3:16])=[CH:11][CH:10]=[CH:9][N:8]=1.[F:17][C:18]1[CH:25]=[CH:24][C:23]([C:26]2[C:27]([F:32])=[N:28][CH:29]=[CH:30][CH:31]=2)=[CH:22][C:19]=1[CH:20]=[O:21].